Predict which catalyst facilitates the given reaction. From a dataset of Catalyst prediction with 721,799 reactions and 888 catalyst types from USPTO. (1) Reactant: [OH:1][CH2:2][CH2:3][P:4]([CH2:9][NH:10][C:11](=[O:18])[CH2:12][CH2:13][C:14]([O:16][CH3:17])=[O:15])([CH2:6][CH2:7][OH:8])=[O:5].[S:19](Cl)([C:22]1[CH:28]=[CH:27][C:25]([CH3:26])=[CH:24][CH:23]=1)(=[O:21])=[O:20]. Product: [S:19]([O:1][CH2:2][CH2:3][P:4]([CH2:9][NH:10][C:11](=[O:18])[CH2:12][CH2:13][C:14]([O:16][CH3:17])=[O:15])([CH2:6][CH2:7][O:8][S:19]([C:22]1[CH:28]=[CH:27][C:25]([CH3:26])=[CH:24][CH:23]=1)(=[O:21])=[O:20])=[O:5])([C:22]1[CH:28]=[CH:27][C:25]([CH3:26])=[CH:24][CH:23]=1)(=[O:21])=[O:20]. The catalyst class is: 202. (2) Reactant: [Br:1][C:2]1[CH:3]=[N:4][C:5]([C:8]([OH:10])=O)=[N:6][CH:7]=1.[C:11]1([N:20]2[CH2:24][CH2:23][C@H:22]([NH2:25])[CH2:21]2)[C:12]2[N:13]([CH:17]=[CH:18][CH:19]=2)[CH:14]=[CH:15][N:16]=1.C(N(CC)CC)C.CN(C(ON1N=NC2C=CC=NC1=2)=[N+](C)C)C.F[P-](F)(F)(F)(F)F. Product: [Br:1][C:2]1[CH:7]=[N:6][C:5]([C:8]([NH:25][C@H:22]2[CH2:23][CH2:24][N:20]([C:11]3[C:12]4[N:13]([CH:17]=[CH:18][CH:19]=4)[CH:14]=[CH:15][N:16]=3)[CH2:21]2)=[O:10])=[N:4][CH:3]=1. The catalyst class is: 16. (3) Reactant: Br[C:2]1[C:10]2[CH2:9][CH2:8][CH2:7][CH2:6][C:5]=2[N:4]2[CH2:11][CH2:12][NH:13][C:14](=[O:15])[C:3]=12.[Li]CCCC.C1C=CC(S(N(S(C2C=CC=CC=2)(=O)=O)[F:31])(=O)=O)=CC=1. Product: [F:31][C:2]1[C:10]2[CH2:9][CH2:8][CH2:7][CH2:6][C:5]=2[N:4]2[CH2:11][CH2:12][NH:13][C:14](=[O:15])[C:3]=12. The catalyst class is: 7. (4) Reactant: [Cl:1][C:2]1[N:10]=[C:9]2[C:5]([N:6]=[CH:7][NH:8]2)=[C:4]([NH:11][CH2:12][CH:13]([C:20]2[CH:25]=[CH:24][CH:23]=[CH:22][CH:21]=2)[C:14]2[CH:19]=[CH:18][CH:17]=[CH:16][CH:15]=2)[N:3]=1.[H-].[Na+].CC([O:31][C@H:32]1[CH:36]=[CH:35][C@@H:34](O)[CH2:33]1)=O.C1(P(C2C=CC=CC=2)C2C=CC=CC=2)C=CC=CC=1. The catalyst class is: 73. Product: [Cl:1][C:2]1[N:10]=[C:9]2[C:5]([N:6]=[CH:7][N:8]2[C@@H:35]2[CH2:36][C@H:32]([OH:31])[CH:33]=[CH:34]2)=[C:4]([NH:11][CH2:12][CH:13]([C:14]2[CH:19]=[CH:18][CH:17]=[CH:16][CH:15]=2)[C:20]2[CH:25]=[CH:24][CH:23]=[CH:22][CH:21]=2)[N:3]=1. (5) Reactant: [Br:1][CH2:2][C:3]1[CH:12]=[N:11][C:10]2[C:9](Cl)=[N:8][C:7]([Cl:14])=[N:6][C:5]=2[CH:4]=1.[NH:15]1[CH2:20][CH2:19][O:18][CH2:17][CH2:16]1.C(N(CC)CC)C.C([O-])(O)=O.[Na+]. Product: [Br:1][CH2:2][C:3]1[CH:12]=[N:11][C:10]2[C:9]([N:15]3[CH2:20][CH2:19][O:18][CH2:17][CH2:16]3)=[N:8][C:7]([Cl:14])=[N:6][C:5]=2[CH:4]=1. The catalyst class is: 7. (6) Reactant: F[C:2](F)(F)C(O)=O.[CH:8]1([N:12]2[CH2:17][CH2:16][CH:15]([O:18][C:19]3[CH:28]=[CH:27][C:26]4[CH2:25][NH:24][CH2:23][CH2:22][C:21]=4[N:20]=3)[CH2:14][CH2:13]2)[CH2:11][CH2:10][CH2:9]1.C=O.C(N(CC)CC)C. Product: [CH:8]1([N:12]2[CH2:13][CH2:14][CH:15]([O:18][C:19]3[CH:28]=[CH:27][C:26]4[CH2:25][N:24]([CH3:2])[CH2:23][CH2:22][C:21]=4[N:20]=3)[CH2:16][CH2:17]2)[CH2:11][CH2:10][CH2:9]1. The catalyst class is: 291. (7) Reactant: [Cl:1][C:2]1[N:7]=[C:6](Cl)[C:5]([F:9])=[CH:4][N:3]=1.[O:10]([C:12]1[CH:18]=[CH:17][CH:16]=[CH:15][C:13]=1[NH2:14])[CH3:11].O1CCOCC1. Product: [Cl:1][C:2]1[N:7]=[C:6]([NH:14][C:13]2[CH:15]=[CH:16][CH:17]=[CH:18][C:12]=2[O:10][CH3:11])[C:5]([F:9])=[CH:4][N:3]=1. The catalyst class is: 47.